From a dataset of Reaction yield outcomes from USPTO patents with 853,638 reactions. Predict the reaction yield, written as a fraction of the theoretical maximum amount of product (1.0 means a 100% yield; for example, 0.34 means a 34% yield). The reactants are C[O:2][C:3](=[O:22])[CH:4]([C:11]1[CH:16]=[CH:15][C:14]([S:17]([CH3:20])(=[O:19])=[O:18])=[C:13]([Br:21])[CH:12]=1)[CH2:5][CH:6]1[CH2:10][CH2:9][CH2:8][CH2:7]1.[OH-].[Li+]. The catalyst is CO.O. The product is [Br:21][C:13]1[CH:12]=[C:11]([CH:4]([CH2:5][CH:6]2[CH2:10][CH2:9][CH2:8][CH2:7]2)[C:3]([OH:22])=[O:2])[CH:16]=[CH:15][C:14]=1[S:17]([CH3:20])(=[O:19])=[O:18]. The yield is 0.990.